From a dataset of Reaction yield outcomes from USPTO patents with 853,638 reactions. Predict the reaction yield, written as a fraction of the theoretical maximum amount of product (1.0 means a 100% yield; for example, 0.34 means a 34% yield). The reactants are COC1C=C(C=C(OC)C=1)C=O.BrC1C=CC=CC=1.C([Li])CCC.O1[C:30]2[CH:31]=[CH:32][C:33]([CH:35]([C:37]3[CH:42]=[C:41]([O:43][CH3:44])[CH:40]=[C:39]([O:45][CH3:46])[CH:38]=3)[OH:36])=[CH:34][C:29]=2OCC1. No catalyst specified. The product is [CH3:46][O:45][C:39]1[CH:38]=[C:37]([CH:35]([C:33]2[CH:34]=[CH:29][CH:30]=[CH:31][CH:32]=2)[OH:36])[CH:42]=[C:41]([O:43][CH3:44])[CH:40]=1. The yield is 0.850.